This data is from Full USPTO retrosynthesis dataset with 1.9M reactions from patents (1976-2016). The task is: Predict the reactants needed to synthesize the given product. (1) The reactants are: Cl[C:2]1[N:7]=[C:6]([NH2:8])[CH:5]=[CH:4][N:3]=1.[NH:9]1[CH2:14][CH2:13][CH:12]([C:15]([OH:18])([CH3:17])[CH3:16])[CH2:11][CH2:10]1. Given the product [NH2:8][C:6]1[CH:5]=[CH:4][N:3]=[C:2]([N:9]2[CH2:14][CH2:13][CH:12]([C:15]([OH:18])([CH3:17])[CH3:16])[CH2:11][CH2:10]2)[N:7]=1, predict the reactants needed to synthesize it. (2) Given the product [C:48]([O:52][C:46](=[O:31])[NH:43][C@@:12]12[C:18]([CH3:20])([CH3:19])[C@H:15]([CH2:14][CH2:13]1)[C:16]1[CH:17]=[C:8]([C:3]3[CH:4]=[CH:5][CH:6]=[CH:7][C:2]=3[F:1])[N:9]=[N:10][C:11]2=1)([CH3:51])([CH3:50])[CH3:49], predict the reactants needed to synthesize it. The reactants are: [F:1][C:2]1[CH:7]=[CH:6][CH:5]=[CH:4][C:3]=1[C:8]1[CH:17]=[C:16]2[C:11]([C@:12]3(C(O)=O)[C:18]([CH3:20])([CH3:19])[C@H:15]2[CH2:14][CH2:13]3)=[N:10][N:9]=1.C1(P(N=[N+]=[N-])(C2C=CC=CC=2)=[O:31])C=CC=CC=1.CC[N:43]([CH2:46]C)CC.[C:48]([OH:52])([CH3:51])([CH3:50])[CH3:49]. (3) The reactants are: [C:1]([OH:9])(=[O:8])[CH:2]([CH2:4][C:5]([OH:7])=[O:6])[OH:3].[O-2:10].[Zn+2:11].C(=O)([O-])[O-:13].[Ca+2:16]. Given the product [C:1]([OH:9])(=[O:8])[CH:2]([CH2:4][C:5]([OH:7])=[O:6])[OH:3].[C:1]([O-:9])(=[O:8])[CH:2]([CH2:4][C:5]([O-:7])=[O:6])[OH:3].[Zn+2:11].[OH:10][Ca:16][OH:13].[C:1]([O-:9])(=[O:8])[CH:2]([CH2:4][C:5]([O-:7])=[O:6])[OH:3], predict the reactants needed to synthesize it. (4) Given the product [CH3:15][C:4]1[NH:5][C:6]2[CH2:7][C:8]([CH3:14])([CH3:13])[CH2:9][C:10](=[O:12])[C:11]=2[C:3]=1[CH2:2][C:16]1[CH:21]=[CH:20][CH:19]=[CH:18][C:17]=1[N+:22]([O-:24])=[O:23], predict the reactants needed to synthesize it. The reactants are: O[CH:2]([C:16]1[CH:21]=[CH:20][CH:19]=[CH:18][C:17]=1[N+:22]([O-:24])=[O:23])[C:3]1[C:11]2[C:10](=[O:12])[CH2:9][C:8]([CH3:14])([CH3:13])[CH2:7][C:6]=2[NH:5][C:4]=1[CH3:15].C([SiH](CC)CC)C.C(O)(C(F)(F)F)=O.